From a dataset of Full USPTO retrosynthesis dataset with 1.9M reactions from patents (1976-2016). Predict the reactants needed to synthesize the given product. (1) The reactants are: [NH2:1][C:2]1[C:7]([C:8]#[N:9])=[C:6](Cl)[N:5]=[CH:4][N:3]=1.C(N(C(C)C)CC)(C)C.[F:20][C:21]1[CH:22]=[CH:23][CH:24]=[C:25]2[C:30]=1[N:29]=[C:28]([CH2:31][NH2:32])[C:27]([C:33]1[CH:38]=[CH:37][CH:36]=[CH:35][N:34]=1)=[CH:26]2. Given the product [NH2:1][C:2]1[C:7]([C:8]#[N:9])=[C:6]([NH:32][CH2:31][C:28]2[C:27]([C:33]3[CH:38]=[CH:37][CH:36]=[CH:35][N:34]=3)=[CH:26][C:25]3[C:30](=[C:21]([F:20])[CH:22]=[CH:23][CH:24]=3)[N:29]=2)[N:5]=[CH:4][N:3]=1, predict the reactants needed to synthesize it. (2) Given the product [Cl:20][C:5]1[C:6]([NH:9][C@@H:10]2[C@@H:15]3[CH2:16][C@@H:12]([CH:13]=[CH:14]3)[C@@H:11]2[C:17]([NH2:19])=[O:18])=[C:7]2[N:8]=[C:29]([C:27]3[CH:26]=[CH:25][CH:24]=[C:23]([O:22][CH3:21])[N:28]=3)[NH:1][C:2]2=[N:3][CH:4]=1, predict the reactants needed to synthesize it. The reactants are: [NH2:1][C:2]1[C:7]([NH2:8])=[C:6]([NH:9][C@@H:10]2[C@@H:15]3[CH2:16][C@@H:12]([CH:13]=[CH:14]3)[C@@H:11]2[C:17]([NH2:19])=[O:18])[C:5]([Cl:20])=[CH:4][N:3]=1.[CH3:21][O:22][C:23]1[N:28]=[C:27]([CH:29]=O)[CH:26]=[CH:25][CH:24]=1.C([O-])(=O)C.[NH4+].